From a dataset of Full USPTO retrosynthesis dataset with 1.9M reactions from patents (1976-2016). Predict the reactants needed to synthesize the given product. Given the product [CH3:1][C:2]1([CH2:6][N:7]2[CH:11]=[C:10]([NH:12][C:28](=[O:29])[C@@H:27]([NH:26][C:24](=[O:25])[CH2:23][C:18]3[CH:19]=[C:20]([F:22])[CH:21]=[C:16]([F:15])[CH:17]=3)[CH2:31][CH2:32][CH3:33])[N:9]=[CH:8]2)[CH2:5][O:4][CH2:3]1, predict the reactants needed to synthesize it. The reactants are: [CH3:1][C:2]1([CH2:6][N:7]2[CH:11]=[C:10]([N+:12]([O-])=O)[N:9]=[CH:8]2)[CH2:5][O:4][CH2:3]1.[F:15][C:16]1[CH:17]=[C:18]([CH2:23][C:24]([NH:26][CH:27]([CH2:31][CH2:32][CH3:33])[C:28](O)=[O:29])=[O:25])[CH:19]=[C:20]([F:22])[CH:21]=1.